Task: Predict the reactants needed to synthesize the given product.. Dataset: Full USPTO retrosynthesis dataset with 1.9M reactions from patents (1976-2016) (1) Given the product [CH2:1]([O:3][C:4]1[C:5]([I:15])=[CH:6][C:7]([F:14])=[C:8]([CH:13]=1)[C:9]([OH:11])=[O:10])[CH3:2], predict the reactants needed to synthesize it. The reactants are: [CH2:1]([O:3][C:4]1[C:5]([I:15])=[CH:6][C:7]([F:14])=[C:8]([CH:13]=1)[C:9]([O:11]C)=[O:10])[CH3:2].O.[OH-].[Li+].CO.Cl. (2) The reactants are: [Cl:1][C:2]1[CH:3]=[N+:4]([O-:46])[CH:5]=[C:6]([Cl:45])[C:7]=1[CH2:8][C@@H:9]([C:30]1[CH:35]=[CH:34][C:33]([O:36][CH:37]([F:39])[F:38])=[C:32]([O:40][CH2:41][CH:42]2[CH2:44][CH2:43]2)[CH:31]=1)[O:10][C:11](=[O:29])[CH2:12][O:13][C:14](=[O:28])[C:15]1[CH:20]=[CH:19][C:18]([O:21][CH3:22])=[C:17]([NH:23][S:24]([CH3:27])(=[O:26])=[O:25])[CH:16]=1.C([O-])([O-])=O.[K+].[K+].Cl[CH2:54][CH2:55][N:56]1[CH2:61][CH2:60][O:59][CH2:58][CH2:57]1. Given the product [Cl:1][C:2]1[CH:3]=[N+:4]([O-:46])[CH:5]=[C:6]([Cl:45])[C:7]=1[CH2:8][C@@H:9]([C:30]1[CH:35]=[CH:34][C:33]([O:36][CH:37]([F:38])[F:39])=[C:32]([O:40][CH2:41][CH:42]2[CH2:43][CH2:44]2)[CH:31]=1)[O:10][C:11](=[O:29])[CH2:12][O:13][C:14](=[O:28])[C:15]1[CH:20]=[CH:19][C:18]([O:21][CH3:22])=[C:17]([N:23]([CH2:54][CH2:55][N:56]2[CH2:61][CH2:60][O:59][CH2:58][CH2:57]2)[S:24]([CH3:27])(=[O:26])=[O:25])[CH:16]=1, predict the reactants needed to synthesize it. (3) Given the product [CH3:25][O:24][C:21]1[CH:22]=[C:23]2[C:18](=[CH:19][C:20]=1[O:26][CH3:27])[N:17]=[CH:16][CH:15]=[C:14]2[N:11]1[CH2:10][CH2:9][N:8]([C:6]([NH:58][C:59]2[CH:23]=[CH:22][C:21]([O:24][C:50]3[CH:51]=[CH:52][CH:53]=[CH:54][CH:55]=3)=[CH:20][CH:19]=2)=[O:7])[CH2:13][CH2:12]1, predict the reactants needed to synthesize it. The reactants are: C(O[C:6]([N:8]1[CH2:13][CH2:12][N:11]([C:14]2[C:23]3[C:18](=[CH:19][C:20]([O:26][CH3:27])=[C:21]([O:24][CH3:25])[CH:22]=3)[N:17]=[CH:16][C:15]=2C(OCC)=O)[CH2:10][CH2:9]1)=[O:7])(C)(C)C.C(OC(N1CCN(C2[C:55]3[C:50](=[CH:51][C:52](F)=[C:53](F)[CH:54]=3)N=CN=2)CC1)=O)(C)(C)C.[N-:58]=[C:59]=S. (4) Given the product [CH3:1][C@@H:2]1[CH2:7][CH2:6][CH2:5][N:4]([C:25]([C:24]2[CH:28]=[CH:29][C:21]([CH3:20])=[CH:22][C:23]=2[C:30]2[N:35]=[CH:34][CH:33]=[CH:32][N:31]=2)=[O:27])[C@@H:3]1[CH2:8][NH:9][C:17]1[N:42]=[CH:41][C:40]([C:43]([F:46])([F:45])[F:44])=[CH:39][N:38]=1, predict the reactants needed to synthesize it. The reactants are: [CH3:1][C@@H:2]1[CH2:7][CH2:6][CH2:5][NH:4][C@@H:3]1[CH2:8][N:9]1[C:17](=O)C2C(=CC=CC=2)C1=O.[CH3:20][C:21]1[CH:29]=[CH:28][C:24]([C:25]([OH:27])=O)=[C:23]([C:30]2[N:35]=[CH:34][CH:33]=[CH:32][N:31]=2)[CH:22]=1.ClC1[N:42]=[CH:41][C:40]([C:43]([F:46])([F:45])[F:44])=[CH:39][N:38]=1.